This data is from Merck oncology drug combination screen with 23,052 pairs across 39 cell lines. The task is: Regression. Given two drug SMILES strings and cell line genomic features, predict the synergy score measuring deviation from expected non-interaction effect. (1) Drug 1: CN(C)C(=N)N=C(N)N. Drug 2: COC1CC2CCC(C)C(O)(O2)C(=O)C(=O)N2CCCCC2C(=O)OC(C(C)CC2CCC(OP(C)(C)=O)C(OC)C2)CC(=O)C(C)C=C(C)C(O)C(OC)C(=O)C(C)CC(C)C=CC=CC=C1C. Cell line: A427. Synergy scores: synergy=10.9. (2) Drug 1: CCc1c2c(nc3ccc(O)cc13)-c1cc3c(c(=O)n1C2)COC(=O)C3(O)CC. Drug 2: CCc1cnn2c(NCc3ccc[n+]([O-])c3)cc(N3CCCCC3CCO)nc12. Cell line: SKMES1. Synergy scores: synergy=0.163. (3) Drug 1: N#Cc1ccc(Cn2cncc2CN2CCN(c3cccc(Cl)c3)C(=O)C2)cc1. Drug 2: COC1=C2CC(C)CC(OC)C(O)C(C)C=C(C)C(OC(N)=O)C(OC)C=CC=C(C)C(=O)NC(=CC1=O)C2=O. Cell line: KPL1. Synergy scores: synergy=1.79. (4) Drug 1: O=c1[nH]cc(F)c(=O)[nH]1. Drug 2: Cc1nc(Nc2ncc(C(=O)Nc3c(C)cccc3Cl)s2)cc(N2CCN(CCO)CC2)n1. Cell line: T47D. Synergy scores: synergy=18.9. (5) Drug 1: O=C(O)C1(Cc2cccc(Nc3nccs3)n2)CCC(Oc2cccc(Cl)c2F)CC1. Drug 2: NC1(c2ccc(-c3nc4ccn5c(=O)[nH]nc5c4cc3-c3ccccc3)cc2)CCC1. Cell line: HCT116. Synergy scores: synergy=19.9. (6) Drug 1: CC(C)CC(NC(=O)C(Cc1ccccc1)NC(=O)c1cnccn1)B(O)O. Drug 2: Cn1c(=O)n(-c2ccc(C(C)(C)C#N)cc2)c2c3cc(-c4cnc5ccccc5c4)ccc3ncc21. Cell line: ES2. Synergy scores: synergy=13.0. (7) Drug 1: O=C(CCCCCCC(=O)Nc1ccccc1)NO. Drug 2: CC(C)CC(NC(=O)C(Cc1ccccc1)NC(=O)c1cnccn1)B(O)O. Cell line: T47D. Synergy scores: synergy=2.86. (8) Drug 1: COc1cc(C2c3cc4c(cc3C(OC3OC5COC(C)OC5C(O)C3O)C3COC(=O)C23)OCO4)cc(OC)c1O. Drug 2: CCN(CC)CCNC(=O)c1c(C)[nH]c(C=C2C(=O)Nc3ccc(F)cc32)c1C. Cell line: A427. Synergy scores: synergy=9.59.